Dataset: Human liver microsome stability data. Task: Regression/Classification. Given a drug SMILES string, predict its absorption, distribution, metabolism, or excretion properties. Task type varies by dataset: regression for continuous measurements (e.g., permeability, clearance, half-life) or binary classification for categorical outcomes (e.g., BBB penetration, CYP inhibition). Dataset: hlm. The result is 0 (unstable in human liver microsomes). The compound is N#Cc1ccc(-c2cnc3ccc(-c4ccc(C(=O)N5CCOCC5)cc4)nn23)cc1.